Dataset: Forward reaction prediction with 1.9M reactions from USPTO patents (1976-2016). Task: Predict the product of the given reaction. (1) The product is: [CH3:53][O:54][C:55](=[O:59])[CH2:56][CH2:57][NH:58][C:3]([C:5]1[C:6]([OH:35])=[C:7]2[C:12](=[C:13]([C:15]3[CH:20]=[CH:19][CH:18]=[CH:17][N:16]=3)[N:14]=1)[N:11]([CH2:21][C:22]1[CH:27]=[CH:26][CH:25]=[CH:24][CH:23]=1)[C:10](=[O:28])[C:9]([C:29]1[CH:30]=[CH:31][CH:32]=[CH:33][CH:34]=1)=[CH:8]2)=[O:4]. Given the reactants CO[C:3]([C:5]1[C:6]([OH:35])=[C:7]2[C:12](=[C:13]([C:15]3[CH:20]=[CH:19][CH:18]=[CH:17][N:16]=3)[N:14]=1)[N:11]([CH2:21][C:22]1[CH:27]=[CH:26][CH:25]=[CH:24][CH:23]=1)[C:10](=[O:28])[C:9]([C:29]1[CH:34]=[CH:33][CH:32]=[CH:31][CH:30]=1)=[CH:8]2)=[O:4].[OH-].[Na+].C1C=CC2N(O)N=NC=2C=1.C(Cl)CCl.Cl.[CH3:53][O:54][C:55](=[O:59])[CH2:56][CH2:57][NH2:58].CCN(C(C)C)C(C)C, predict the reaction product. (2) Given the reactants [CH2:1]([C:5]1[CH:15]=[CH:14][C:8]2[CH:9]=[C:10]([CH2:12][OH:13])[O:11][C:7]=2[CH:6]=1)[CH2:2][CH2:3][CH3:4].CC(OI1(OC(C)=O)(OC(C)=O)OC(=O)C2C=CC=CC1=2)=O.C(=O)(O)[O-].[Na+], predict the reaction product. The product is: [CH2:1]([C:5]1[CH:15]=[CH:14][C:8]2[CH:9]=[C:10]([CH:12]=[O:13])[O:11][C:7]=2[CH:6]=1)[CH2:2][CH2:3][CH3:4]. (3) Given the reactants [Cl:1][C:2]1[CH:7]=[CH:6][C:5]([C:8]2([CH2:13][C:14]([NH2:16])=[NH:15])[CH2:12][CH2:11][CH2:10][CH2:9]2)=[CH:4][CH:3]=1.Cl.C1(C2(CC(N)=N)CCCC2)C=CC=CC=1.[C:33]([O:37][C:38](=[O:53])/[C:39](/O)=[C:40](\[O:44][CH2:45][C:46]1[CH:51]=[CH:50][CH:49]=[CH:48][CH:47]=1)/[C:41](O)=[O:42])([CH3:36])([CH3:35])[CH3:34].C[O-].[Na+], predict the reaction product. The product is: [C:33]([O:37][C:38]([C:39]1[C:40]([O:44][CH2:45][C:46]2[CH:51]=[CH:50][CH:49]=[CH:48][CH:47]=2)=[C:41]([OH:42])[N:16]=[C:14]([CH2:13][C:8]2([C:5]3[CH:4]=[CH:3][C:2]([Cl:1])=[CH:7][CH:6]=3)[CH2:12][CH2:11][CH2:10][CH2:9]2)[N:15]=1)=[O:53])([CH3:36])([CH3:34])[CH3:35]. (4) The product is: [S:1]1[C:5]2[CH:6]=[CH:7][CH:8]=[CH:9][C:4]=2[N:3]=[C:2]1[S:10][C:11]1[S:15][C:14]([C:16]([NH:31][CH:28]2[CH2:29][CH2:30][N:25]([CH:22]([CH3:24])[CH3:23])[CH2:26][CH2:27]2)=[O:18])=[CH:13][C:12]=1[N+:19]([O-:21])=[O:20]. Given the reactants [S:1]1[C:5]2[CH:6]=[CH:7][CH:8]=[CH:9][C:4]=2[N:3]=[C:2]1[S:10][C:11]1[S:15][C:14]([C:16]([OH:18])=O)=[CH:13][C:12]=1[N+:19]([O-:21])=[O:20].[CH:22]([N:25]1[CH2:30][CH2:29][CH:28]([NH2:31])[CH2:27][CH2:26]1)([CH3:24])[CH3:23], predict the reaction product. (5) Given the reactants Cl[C:2]1[CH:11]=[CH:10][C:9]2[C:8]([C:12]([NH:14][CH2:15][C:16]34[CH2:25][CH:20]5[CH2:21][CH:22]([CH2:24][CH:18]([CH2:19]5)[CH2:17]3)[CH2:23]4)=[O:13])=[C:7]([Cl:26])[CH:6]=[CH:5][C:4]=2[N:3]=1.C(=O)([O-])[O-].[Na+].[Na+].C([O:35][C:36](=[O:52])[C:37]1[CH:42]=[CH:41][CH:40]=[CH:39][C:38]=1B1OC(C)(C)C(C)(C)O1)C.[OH-].[Na+], predict the reaction product. The product is: [Cl:26][C:7]1[C:8]([C:12]([NH:14][CH2:15][C:16]23[CH2:23][CH:22]4[CH2:24][CH:18]([CH2:19][CH:20]([CH2:21]4)[CH2:25]2)[CH2:17]3)=[O:13])=[C:9]2[C:4](=[CH:5][CH:6]=1)[N:3]=[C:2]([C:38]1[CH:39]=[CH:40][CH:41]=[CH:42][C:37]=1[C:36]([OH:52])=[O:35])[CH:11]=[CH:10]2. (6) Given the reactants C([Li])CCC.[CH2:6]([O:13][C:14]1[C:23](Br)=[C:22]2[C:17]([CH:18]=[CH:19][CH:20]=[N:21]2)=[CH:16][CH:15]=1)[C:7]1[CH:12]=[CH:11][CH:10]=[CH:9][CH:8]=1.[B:25](OC)([O:28]C)[O:26]C.[Br-].B(O)O, predict the reaction product. The product is: [CH2:6]([O:13][C:14]1[C:23]([B:25]([OH:28])[OH:26])=[C:22]2[C:17]([CH:18]=[CH:19][CH:20]=[N:21]2)=[CH:16][CH:15]=1)[C:7]1[CH:12]=[CH:11][CH:10]=[CH:9][CH:8]=1. (7) Given the reactants [S:1](=[O:5])(=[O:4])([OH:3])[OH:2].[C:6]([C@H:9]1[O:14][CH2:13][C@H:12]([NH:15][C:16]([C@@H:18]2[NH:32][C:31]3([CH2:37][CH2:36][C:35]([CH3:39])([CH3:38])[CH2:34][CH2:33]3)[C@:20]3([C:28]4[C:23](=[CH:24][C:25]([Cl:29])=[CH:26][CH:27]=4)[NH:22][C:21]3=[O:30])[C@H:19]2[C:40]2[CH:45]=[CH:44][N:43]=[C:42]([Cl:46])[C:41]=2[F:47])=[O:17])[CH2:11][CH2:10]1)(=[O:8])[NH2:7], predict the reaction product. The product is: [OH2:2].[S:1]([OH:5])([OH:4])(=[O:3])=[O:2].[C:6]([C@H:9]1[O:14][CH2:13][C@H:12]([NH:15][C:16]([C@@H:18]2[NH:32][C:31]3([CH2:33][CH2:34][C:35]([CH3:39])([CH3:38])[CH2:36][CH2:37]3)[C@:20]3([C:28]4[C:23](=[CH:24][C:25]([Cl:29])=[CH:26][CH:27]=4)[NH:22][C:21]3=[O:30])[C@H:19]2[C:40]2[CH:45]=[CH:44][N:43]=[C:42]([Cl:46])[C:41]=2[F:47])=[O:17])[CH2:11][CH2:10]1)(=[O:8])[NH2:7].[CH3:6][CH:9]([OH:14])[CH3:10]. (8) Given the reactants [Cl-].[NH4+].[Cl:3][C:4]1[CH:19]=[CH:18][C:7]([O:8][C:9]2[CH:14]=[CH:13][N:12]=[CH:11][C:10]=2[N+:15]([O-])=O)=[CH:6][CH:5]=1, predict the reaction product. The product is: [Cl:3][C:4]1[CH:19]=[CH:18][C:7]([O:8][C:9]2[CH:14]=[CH:13][N:12]=[CH:11][C:10]=2[NH2:15])=[CH:6][CH:5]=1. (9) Given the reactants [CH3:1][O:2][C:3]1[CH:9]=[C:8]([O:10][CH2:11][C:12]([F:15])([F:14])[F:13])[C:7]([CH3:16])=[CH:6][C:4]=1[NH2:5].[C:17](Cl)(Cl)=[O:18], predict the reaction product. The product is: [N:5]([C:4]1[CH:6]=[C:7]([CH3:16])[C:8]([O:10][CH2:11][C:12]([F:13])([F:14])[F:15])=[CH:9][C:3]=1[O:2][CH3:1])=[C:17]=[O:18]. (10) Given the reactants C[O-].[Na+].[CH:4]([C:6]([CH2:8][CH3:9])=[O:7])=[CH2:5].[N+:10]([CH3:13])([O-:12])=[O:11], predict the reaction product. The product is: [N+:10]([CH2:13][CH2:5][CH2:4][C:6](=[O:7])[CH2:8][CH3:9])([O-:12])=[O:11].